This data is from Reaction yield outcomes from USPTO patents with 853,638 reactions. The task is: Predict the reaction yield, written as a fraction of the theoretical maximum amount of product (1.0 means a 100% yield; for example, 0.34 means a 34% yield). (1) The product is [Br:14][C:15]1[CH:23]=[CH:22][CH:21]=[C:20]2[C:16]=1[C:17]([C:6](=[O:11])[C:7]([F:8])([F:9])[F:10])=[CH:18][NH:19]2. The reactants are [F:8][C:7]([F:10])([F:9])[C:6](O[C:6](=[O:11])[C:7]([F:10])([F:9])[F:8])=[O:11].[Br:14][C:15]1[CH:23]=[CH:22][CH:21]=[C:20]2[C:16]=1[CH:17]=[CH:18][NH:19]2.O. The yield is 0.240. The catalyst is CN(C)C=O. (2) The reactants are [OH:1][C:2]1[C:3]([C:11]([OH:13])=[O:12])=[N:4][C:5](Br)=[CH:6][C:7]=1[O:8][CH3:9].CCO.C(N(CC)CC)C. The catalyst is Cl.[Pd]. The product is [OH:1][C:2]1[C:3]([C:11]([OH:13])=[O:12])=[N:4][CH:5]=[CH:6][C:7]=1[O:8][CH3:9]. The yield is 0.850. (3) The reactants are C([O:3][C:4](=[O:22])[C:5]1[CH:10]=[CH:9][CH:8]=[C:7]([NH:11][S:12]([C:15]2[CH:20]=[CH:19][CH:18]=[C:17]([Cl:21])[CH:16]=2)(=[O:14])=[O:13])[CH:6]=1)C.[OH-].[K+].Cl. The catalyst is C(O)C. The product is [Cl:21][C:17]1[CH:16]=[C:15]([S:12]([NH:11][C:7]2[CH:6]=[C:5]([CH:10]=[CH:9][CH:8]=2)[C:4]([OH:22])=[O:3])(=[O:14])=[O:13])[CH:20]=[CH:19][CH:18]=1. The yield is 0.700. (4) The reactants are [NH2:1][C:2]1[CH:3]=[C:4]([C:8]([C:10]2[C:18]3[CH:17]=[N:16][CH:15]=[N:14][C:13]=3[N:12]([CH:19]([CH3:21])[CH3:20])[CH:11]=2)=[O:9])[CH:5]=[N:6][CH:7]=1.[CH:22]1([N:25]2[C:29]([C:30]([F:33])([F:32])[F:31])=[C:28]([CH2:34][C:35](O)=[O:36])[CH:27]=[N:26]2)[CH2:24][CH2:23]1.CCCP(O)(O)=O. The catalyst is C1COCC1. The product is [CH:22]1([N:25]2[C:29]([C:30]([F:32])([F:31])[F:33])=[C:28]([CH2:34][C:35]([NH:1][C:2]3[CH:7]=[N:6][CH:5]=[C:4]([C:8]([C:10]4[C:18]5[CH:17]=[N:16][CH:15]=[N:14][C:13]=5[N:12]([CH:19]([CH3:21])[CH3:20])[CH:11]=4)=[O:9])[CH:3]=3)=[O:36])[CH:27]=[N:26]2)[CH2:23][CH2:24]1. The yield is 0.760. (5) The reactants are [Br:1][C:2]1[CH:3]=[C:4]([CH:9]=[CH:10][C:11]=1[OH:12])[C:5]([O:7][CH3:8])=[O:6].C(=O)([O-])[O-].[K+].[K+].[CH2:19](Br)[C:20]1[CH:25]=[CH:24][CH:23]=[CH:22][CH:21]=1. The catalyst is C(#N)C. The product is [CH2:19]([O:12][C:11]1[CH:10]=[CH:9][C:4]([C:5]([O:7][CH3:8])=[O:6])=[CH:3][C:2]=1[Br:1])[C:20]1[CH:25]=[CH:24][CH:23]=[CH:22][CH:21]=1. The yield is 0.750.